Binary Classification. Given a drug SMILES string, predict its activity (active/inactive) in a high-throughput screening assay against a specified biological target. From a dataset of Tyrosyl-DNA phosphodiesterase HTS with 341,365 compounds. (1) The compound is S(CC(=O)NC1C(C(CCC1)C)C)c1oc2c(n1)cc(S(=O)(=O)CC)cc2. The result is 0 (inactive). (2) The drug is Fc1ccc(C2N(C(=O)CN(C3CCCCC3)C2=O)CCc2ccccc2)cc1. The result is 0 (inactive). (3) The drug is O(c1ccc(cc1)C(=O)N\N=C(/c1ccccc1)c1ncccc1)CC. The result is 0 (inactive).